Task: Predict the reactants needed to synthesize the given product.. Dataset: Full USPTO retrosynthesis dataset with 1.9M reactions from patents (1976-2016) (1) Given the product [CH:20]([N:23]([CH3:24])[CH:5]1[C:6]2[C:11](=[CH:10][C:9]([C:12]#[C:13][Si:14]([CH3:17])([CH3:16])[CH3:15])=[CH:8][CH:7]=2)[C:2]([CH3:19])([CH3:1])[CH2:3][CH2:4]1)([CH3:22])[CH3:21], predict the reactants needed to synthesize it. The reactants are: [CH3:1][C:2]1([CH3:19])[C:11]2[C:6](=[CH:7][CH:8]=[C:9]([C:12]#[C:13][Si:14]([CH3:17])([CH3:16])[CH3:15])[CH:10]=2)[CH2:5][C:4](=O)[CH2:3]1.[CH:20]([NH2:23])([CH3:22])[CH3:21].[C:24]([BH3-])#N.[Na+].C(=O)([O-])[O-].[K+].[K+].CI. (2) The reactants are: [NH2:1][C:2]1[N:7]=[CH:6][C:5](/[CH:8]=[CH:9]/[C:10]([N:12]([CH3:24])[CH2:13][C:14]2[S:18][C:17]3[CH:19]=[CH:20][CH:21]=[CH:22][C:16]=3[C:15]=2[CH3:23])=[O:11])=[CH:4][CH:3]=1.NC1N=CC(/C=C/C(N(C)CC2N(C)C3C(C=2)=CC=CC=3)=O)=CC=1.[C:49]1(=O)[O:54][C:52](=[O:53])[CH2:51][CH2:50]1. Given the product [O:53]=[C:52]1[CH2:51][CH2:50][C:49](=[O:54])[N:1]1[C:2]1[N:7]=[CH:6][C:5](/[CH:8]=[CH:9]/[C:10]([N:12]([CH3:24])[CH2:13][C:14]2[S:18][C:17]3[CH:19]=[CH:20][CH:21]=[CH:22][C:16]=3[C:15]=2[CH3:23])=[O:11])=[CH:4][CH:3]=1, predict the reactants needed to synthesize it. (3) Given the product [C:11]([O:10][C:9](=[O:15])[NH:8][S:16]([CH2:19][CH2:20][CH2:21][N:22]([CH3:27])[CH2:23][CH2:24][NH:25][CH3:26])(=[O:17])=[O:18])([CH3:14])([CH3:13])[CH3:12], predict the reactants needed to synthesize it. The reactants are: C([N:8]([S:16]([CH2:19][CH2:20][CH2:21][N:22]([CH3:27])[CH2:23][CH2:24][NH:25][CH3:26])(=[O:18])=[O:17])[C:9](=[O:15])[O:10][C:11]([CH3:14])([CH3:13])[CH3:12])C1C=CC=CC=1. (4) Given the product [Cl:1][C:2]1[CH:3]=[C:4]([NH2:18])[C:5]([NH:8][C@@H:9]2[CH2:13][CH2:12][S:11](=[O:14])(=[O:15])[C:10]2([CH3:16])[CH3:17])=[CH:6][CH:7]=1, predict the reactants needed to synthesize it. The reactants are: [Cl:1][C:2]1[CH:7]=[CH:6][C:5]([NH:8][C@@H:9]2[CH2:13][CH2:12][S:11](=[O:15])(=[O:14])[C:10]2([CH3:17])[CH3:16])=[C:4]([N+:18]([O-])=O)[CH:3]=1. (5) Given the product [CH3:1][NH:2][C:3]1[N:8]=[CH:7][N:6]=[C:5]([O:9][C:10]2[CH:11]=[C:12]3[C:17](=[CH:18][CH:19]=2)[NH:16][CH2:15][CH2:14][CH2:13]3)[CH:4]=1, predict the reactants needed to synthesize it. The reactants are: [CH3:1][NH:2][C:3]1[N:8]=[CH:7][N:6]=[C:5]([O:9][C:10]2[CH:11]=[C:12]3[C:17](=[CH:18][CH:19]=2)[N:16]=[CH:15][CH:14]=[CH:13]3)[CH:4]=1. (6) Given the product [Br:1][C:2]1[CH:7]=[CH:6][N:5]([CH:13]([CH2:12][CH:9]2[CH2:11][CH2:10]2)[C:14]([O:16][CH2:17][CH3:18])=[O:15])[C:4](=[O:8])[CH:3]=1, predict the reactants needed to synthesize it. The reactants are: [Br:1][C:2]1[CH:7]=[CH:6][NH:5][C:4](=[O:8])[CH:3]=1.[CH:9]1([CH2:12][CH:13](OS(C)(=O)=O)[C:14]([O:16][CH2:17][CH3:18])=[O:15])[CH2:11][CH2:10]1.[H-].[Na+].[Br-].[Li+]. (7) Given the product [C:1]([O:5][C:6]([N:8]1[CH2:12][C@@:11]([CH2:13][N:32]=[N+:33]=[N-:34])([OH:19])[CH2:10][C@H:9]1[C:20](=[O:31])[NH:21][CH2:22][C:23]1[CH:28]=[CH:27][CH:26]=[C:25]([Cl:29])[C:24]=1[F:30])=[O:7])([CH3:4])([CH3:3])[CH3:2], predict the reactants needed to synthesize it. The reactants are: [C:1]([O:5][C:6]([N:8]1[CH2:12][C@:11]([OH:19])([CH2:13]OS(C)(=O)=O)[CH2:10][C@H:9]1[C:20](=[O:31])[NH:21][CH2:22][C:23]1[CH:28]=[CH:27][CH:26]=[C:25]([Cl:29])[C:24]=1[F:30])=[O:7])([CH3:4])([CH3:3])[CH3:2].[N-:32]=[N+:33]=[N-:34].[Na+]. (8) Given the product [NH2:1][C:2]1[O:3][CH2:4][C@:5]2([C:19]3[C:14](=[N:15][CH:16]=[C:17]([C:20]#[C:21][C:22]([O:25][CH3:29])([CH3:23])[CH3:24])[CH:18]=3)[O:13][C:12]3[C:7]2=[CH:8][C:9]([OH:26])=[CH:10][CH:11]=3)[N:6]=1, predict the reactants needed to synthesize it. The reactants are: [NH2:1][C:2]1[O:3][CH2:4][C@:5]2([C:19]3[C:14](=[N:15][CH:16]=[C:17]([C:20]#[C:21][C:22]([OH:25])([CH3:24])[CH3:23])[CH:18]=3)[O:13][C:12]3[C:7]2=[CH:8][C:9]([OH:26])=[CH:10][CH:11]=3)[N:6]=1.CO.[CH3:29]S(O)(=O)=O.C(=O)([O-])[O-].[K+].[K+]. (9) Given the product [CH3:27][C@H:22]1[O:23][C@@H:24]([CH3:26])[CH2:25][N:20]([C:17]2[C:16]([CH:28]=[O:29])=[CH:15][C:14]3[C:10]([C:4]4[CH:3]=[N:2][NH:1][CH:5]=4)=[N:11][O:12][C:13]=3[C:18]=2[F:19])[CH2:21]1, predict the reactants needed to synthesize it. The reactants are: [NH:1]1[CH:5]=[C:4](B(O)O)[CH:3]=[N:2]1.Cl[C:10]1[C:14]2[CH:15]=[C:16]([CH:28]=[O:29])[C:17]([N:20]3[CH2:25][C@H:24]([CH3:26])[O:23][C@H:22]([CH3:27])[CH2:21]3)=[C:18]([F:19])[C:13]=2[O:12][N:11]=1.C1(P(C2CCCCC2)C2C=CC=CC=2C2C(OC)=CC=CC=2OC)CCCCC1.